This data is from NCI-60 drug combinations with 297,098 pairs across 59 cell lines. The task is: Regression. Given two drug SMILES strings and cell line genomic features, predict the synergy score measuring deviation from expected non-interaction effect. (1) Drug 1: CC12CCC3C(C1CCC2O)C(CC4=C3C=CC(=C4)O)CCCCCCCCCS(=O)CCCC(C(F)(F)F)(F)F. Drug 2: C1=NC2=C(N1)C(=S)N=CN2. Cell line: HT29. Synergy scores: CSS=16.2, Synergy_ZIP=-1.39, Synergy_Bliss=7.05, Synergy_Loewe=-5.99, Synergy_HSA=3.92. (2) Drug 1: CC1C(C(CC(O1)OC2CC(CC3=C2C(=C4C(=C3O)C(=O)C5=C(C4=O)C(=CC=C5)OC)O)(C(=O)C)O)N)O.Cl. Drug 2: COCCOC1=C(C=C2C(=C1)C(=NC=N2)NC3=CC=CC(=C3)C#C)OCCOC.Cl. Cell line: BT-549. Synergy scores: CSS=20.9, Synergy_ZIP=6.54, Synergy_Bliss=12.1, Synergy_Loewe=-8.60, Synergy_HSA=11.0. (3) Drug 1: CC12CCC(CC1=CCC3C2CCC4(C3CC=C4C5=CN=CC=C5)C)O. Drug 2: CCCS(=O)(=O)NC1=C(C(=C(C=C1)F)C(=O)C2=CNC3=C2C=C(C=N3)C4=CC=C(C=C4)Cl)F. Cell line: EKVX. Synergy scores: CSS=-1.98, Synergy_ZIP=0.0195, Synergy_Bliss=-0.981, Synergy_Loewe=-1.69, Synergy_HSA=-2.54. (4) Drug 1: CC12CCC(CC1=CCC3C2CCC4(C3CC=C4C5=CN=CC=C5)C)O. Drug 2: CN1CCC(CC1)COC2=C(C=C3C(=C2)N=CN=C3NC4=C(C=C(C=C4)Br)F)OC. Cell line: SNB-75. Synergy scores: CSS=6.87, Synergy_ZIP=-2.71, Synergy_Bliss=0.372, Synergy_Loewe=-3.86, Synergy_HSA=-0.403. (5) Drug 1: CC1CC2C3CCC4=CC(=O)C=CC4(C3(C(CC2(C1(C(=O)CO)O)C)O)F)C. Drug 2: CCN(CC)CCNC(=O)C1=C(NC(=C1C)C=C2C3=C(C=CC(=C3)F)NC2=O)C. Cell line: NCIH23. Synergy scores: CSS=52.5, Synergy_ZIP=8.80, Synergy_Bliss=9.85, Synergy_Loewe=-22.7, Synergy_HSA=11.1. (6) Drug 1: C1=CC(=C2C(=C1NCCNCCO)C(=O)C3=C(C=CC(=C3C2=O)O)O)NCCNCCO. Drug 2: CC(C)CN1C=NC2=C1C3=CC=CC=C3N=C2N. Cell line: A549. Synergy scores: CSS=46.9, Synergy_ZIP=3.84, Synergy_Bliss=2.92, Synergy_Loewe=-19.2, Synergy_HSA=2.28. (7) Drug 1: CCC1=CC2CC(C3=C(CN(C2)C1)C4=CC=CC=C4N3)(C5=C(C=C6C(=C5)C78CCN9C7C(C=CC9)(C(C(C8N6C)(C(=O)OC)O)OC(=O)C)CC)OC)C(=O)OC.C(C(C(=O)O)O)(C(=O)O)O. Drug 2: C1=NC2=C(N=C(N=C2N1C3C(C(C(O3)CO)O)F)Cl)N. Cell line: MALME-3M. Synergy scores: CSS=51.9, Synergy_ZIP=1.47, Synergy_Bliss=3.22, Synergy_Loewe=4.20, Synergy_HSA=6.84. (8) Drug 1: CC1=CC2C(CCC3(C2CCC3(C(=O)C)OC(=O)C)C)C4(C1=CC(=O)CC4)C. Drug 2: C1CC(=O)NC(=O)C1N2C(=O)C3=CC=CC=C3C2=O. Cell line: KM12. Synergy scores: CSS=2.91, Synergy_ZIP=12.7, Synergy_Bliss=16.2, Synergy_Loewe=9.29, Synergy_HSA=7.96. (9) Cell line: SF-295. Drug 2: C1=C(C(=O)NC(=O)N1)N(CCCl)CCCl. Drug 1: CC1=CC2C(CCC3(C2CCC3(C(=O)C)OC(=O)C)C)C4(C1=CC(=O)CC4)C. Synergy scores: CSS=38.2, Synergy_ZIP=0.901, Synergy_Bliss=-1.65, Synergy_Loewe=-19.7, Synergy_HSA=-3.82. (10) Cell line: SK-MEL-5. Synergy scores: CSS=8.53, Synergy_ZIP=-1.70, Synergy_Bliss=-0.913, Synergy_Loewe=-14.4, Synergy_HSA=-2.25. Drug 2: CC1=CC=C(C=C1)C2=CC(=NN2C3=CC=C(C=C3)S(=O)(=O)N)C(F)(F)F. Drug 1: COC1=CC(=CC(=C1O)OC)C2C3C(COC3=O)C(C4=CC5=C(C=C24)OCO5)OC6C(C(C7C(O6)COC(O7)C8=CC=CS8)O)O.